Task: Regression. Given two drug SMILES strings and cell line genomic features, predict the synergy score measuring deviation from expected non-interaction effect.. Dataset: NCI-60 drug combinations with 297,098 pairs across 59 cell lines (1) Drug 1: CC1=C(C(CCC1)(C)C)C=CC(=CC=CC(=CC(=O)O)C)C. Drug 2: CC1=C(C=C(C=C1)NC(=O)C2=CC=C(C=C2)CN3CCN(CC3)C)NC4=NC=CC(=N4)C5=CN=CC=C5. Cell line: UACC-257. Synergy scores: CSS=2.12, Synergy_ZIP=-1.49, Synergy_Bliss=-1.10, Synergy_Loewe=-1.34, Synergy_HSA=-0.825. (2) Drug 2: C1CN(P(=O)(OC1)NCCCl)CCCl. Drug 1: CC1=C(C=C(C=C1)NC(=O)C2=CC=C(C=C2)CN3CCN(CC3)C)NC4=NC=CC(=N4)C5=CN=CC=C5. Cell line: A549. Synergy scores: CSS=-2.36, Synergy_ZIP=2.64, Synergy_Bliss=2.93, Synergy_Loewe=-0.809, Synergy_HSA=-1.01. (3) Drug 1: CN1CCC(CC1)COC2=C(C=C3C(=C2)N=CN=C3NC4=C(C=C(C=C4)Br)F)OC. Drug 2: CS(=O)(=O)CCNCC1=CC=C(O1)C2=CC3=C(C=C2)N=CN=C3NC4=CC(=C(C=C4)OCC5=CC(=CC=C5)F)Cl. Cell line: NCIH23. Synergy scores: CSS=1.59, Synergy_ZIP=-1.03, Synergy_Bliss=0.0451, Synergy_Loewe=-3.63, Synergy_HSA=-1.42. (4) Drug 1: CCCCCOC(=O)NC1=NC(=O)N(C=C1F)C2C(C(C(O2)C)O)O. Drug 2: CC1=C(N=C(N=C1N)C(CC(=O)N)NCC(C(=O)N)N)C(=O)NC(C(C2=CN=CN2)OC3C(C(C(C(O3)CO)O)O)OC4C(C(C(C(O4)CO)O)OC(=O)N)O)C(=O)NC(C)C(C(C)C(=O)NC(C(C)O)C(=O)NCCC5=NC(=CS5)C6=NC(=CS6)C(=O)NCCC[S+](C)C)O. Cell line: SW-620. Synergy scores: CSS=13.0, Synergy_ZIP=-2.48, Synergy_Bliss=0.465, Synergy_Loewe=-39.5, Synergy_HSA=0.439. (5) Drug 1: CN(C)C1=NC(=NC(=N1)N(C)C)N(C)C. Drug 2: C1C(C(OC1N2C=NC(=NC2=O)N)CO)O. Cell line: SF-295. Synergy scores: CSS=3.50, Synergy_ZIP=-4.06, Synergy_Bliss=-4.32, Synergy_Loewe=-2.06, Synergy_HSA=-2.55. (6) Drug 1: C1=CC(=CC=C1C#N)C(C2=CC=C(C=C2)C#N)N3C=NC=N3. Drug 2: CCC1(CC2CC(C3=C(CCN(C2)C1)C4=CC=CC=C4N3)(C5=C(C=C6C(=C5)C78CCN9C7C(C=CC9)(C(C(C8N6C=O)(C(=O)OC)O)OC(=O)C)CC)OC)C(=O)OC)O.OS(=O)(=O)O. Cell line: SNB-19. Synergy scores: CSS=25.6, Synergy_ZIP=-5.64, Synergy_Bliss=-5.16, Synergy_Loewe=-45.3, Synergy_HSA=-11.5. (7) Drug 1: C1=NC2=C(N=C(N=C2N1C3C(C(C(O3)CO)O)O)F)N. Drug 2: C1=NC2=C(N=C(N=C2N1C3C(C(C(O3)CO)O)F)Cl)N. Synergy scores: CSS=-0.912, Synergy_ZIP=-1.41, Synergy_Bliss=-4.35, Synergy_Loewe=-13.9, Synergy_HSA=-8.73. Cell line: TK-10.